From a dataset of Forward reaction prediction with 1.9M reactions from USPTO patents (1976-2016). Predict the product of the given reaction. (1) Given the reactants [C:1]1([S:7]([CH2:10][C:11]([NH:13][NH2:14])=[O:12])(=[O:9])=[O:8])[CH:6]=[CH:5][CH:4]=[CH:3][CH:2]=1.[CH:15]1([C:18](O)=O)[CH2:17][CH2:16]1, predict the reaction product. The product is: [C:1]1([S:7]([CH2:10][C:11]2[O:12][C:18]([CH:15]3[CH2:17][CH2:16]3)=[N:14][N:13]=2)(=[O:8])=[O:9])[CH:2]=[CH:3][CH:4]=[CH:5][CH:6]=1. (2) Given the reactants [NH:1]1[CH2:5][CH2:4][C@H:3]([CH2:6][OH:7])[CH2:2]1.C(Cl)(Cl)Cl.CCN(C(C)C)C(C)C.[CH3:21][CH:22]1[CH:27]([N:28]([CH3:48])[C:29]2[C:30]3[CH:37]=[CH:36][N:35]([S:38]([C:41]4[CH:47]=[CH:46][C:44]([CH3:45])=[CH:43][CH:42]=4)(=[O:40])=[O:39])[C:31]=3[N:32]=[CH:33][N:34]=2)[CH2:26][CH2:25][CH:24]([CH2:49][S:50](Cl)(=[O:52])=[O:51])[CH2:23]1, predict the reaction product. The product is: [CH3:21][CH:22]1[CH:27]([N:28]([CH3:48])[C:29]2[C:30]3[CH:37]=[CH:36][N:35]([S:38]([C:41]4[CH:42]=[CH:43][C:44]([CH3:45])=[CH:46][CH:47]=4)(=[O:39])=[O:40])[C:31]=3[N:32]=[CH:33][N:34]=2)[CH2:26][CH2:25][CH:24]([CH2:49][S:50]([N:1]2[CH2:5][CH2:4][C@H:3]([CH2:6][OH:7])[CH2:2]2)(=[O:52])=[O:51])[CH2:23]1. (3) Given the reactants [Si:1]([O:18][CH2:19][C:20]1[C:21]([N:35]2[CH2:40][C@H:39]([CH3:41])[O:38][C@H:37]([CH3:42])[CH2:36]2)=[C:22]([F:34])[C:23]2[O:27][N:26]=[C:25]([C:28](OCC)=[O:29])[C:24]=2[CH:33]=1)([C:14]([CH3:17])([CH3:16])[CH3:15])([C:8]1[CH:13]=[CH:12][CH:11]=[CH:10][CH:9]=1)[C:2]1[CH:7]=[CH:6][CH:5]=[CH:4][CH:3]=1.[O:43]1[CH2:48][CH2:47][CH:46]([NH2:49])[CH2:45][CH2:44]1, predict the reaction product. The product is: [Si:1]([O:18][CH2:19][C:20]1[C:21]([N:35]2[CH2:36][C@H:37]([CH3:42])[O:38][C@H:39]([CH3:41])[CH2:40]2)=[C:22]([F:34])[C:23]2[O:27][N:26]=[C:25]([C:28]([NH:49][CH:46]3[CH2:47][CH2:48][O:43][CH2:44][CH2:45]3)=[O:29])[C:24]=2[CH:33]=1)([C:14]([CH3:15])([CH3:16])[CH3:17])([C:8]1[CH:9]=[CH:10][CH:11]=[CH:12][CH:13]=1)[C:2]1[CH:3]=[CH:4][CH:5]=[CH:6][CH:7]=1. (4) Given the reactants [N:1]1[C:5]2[CH:6]=[CH:7][CH:8]=[CH:9][C:4]=2[NH:3][CH:2]=1.[H-].[Na+].[Cl:12][CH:13]=[C:14](Cl)[Cl:15], predict the reaction product. The product is: [Cl:12][C:13]([N:1]1[C:5]2[CH:6]=[CH:7][CH:8]=[CH:9][C:4]=2[N:3]=[CH:2]1)=[CH:14][Cl:15]. (5) Given the reactants [CH2:1]1[CH2:5][O:4][CH2:3][CH2:2]1.[C:6]1([CH3:12])[CH:11]=[CH:10][CH:9]=[CH:8][CH:7]=1, predict the reaction product. The product is: [C:6]1([CH3:12])[CH:11]=[CH:10][CH:9]=[CH:8][CH:7]=1.[CH2:1]1[CH2:5][O:4][CH2:3][CH2:2]1. (6) The product is: [F:7][C:8]1[CH:36]=[CH:35][C:11]([C:12]([N:14]2[CH2:15][C:16]([CH2:21][O:22][C:23]3[CH:32]=[CH:31][C:30]4[C:25](=[CH:26][CH:27]=[C:28]([O:33][CH3:34])[CH:29]=4)[CH:24]=3)([C:2]([O:4][CH2:5][CH3:6])=[O:3])[CH2:17]2)=[O:13])=[CH:10][CH:9]=1. Given the reactants Cl[C:2]([O:4][CH2:5][CH3:6])=[O:3].[F:7][C:8]1[CH:36]=[CH:35][C:11]([C:12]([N:14]2[CH2:17][C:16]([CH2:21][O:22][C:23]3[CH:32]=[CH:31][C:30]4[C:25](=[CH:26][CH:27]=[C:28]([O:33][CH3:34])[CH:29]=4)[CH:24]=3)(C(O)=O)[CH2:15]2)=[O:13])=[CH:10][CH:9]=1.N, predict the reaction product.